From a dataset of Full USPTO retrosynthesis dataset with 1.9M reactions from patents (1976-2016). Predict the reactants needed to synthesize the given product. (1) The reactants are: [CH2:1]([O:8][N:9]1[C:14]2[N:15]=[CH:16][N:17]=[CH:18][C:13]=2[C:12](OS(C(F)(F)F)(=O)=O)=[C:11]([C:27]([O:29][CH2:30][CH3:31])=[O:28])[C:10]1=[O:32])[C:2]1[CH:7]=[CH:6][CH:5]=[CH:4][CH:3]=1.[CH3:33][O:34][C:35]1[CH:42]=[CH:41][C:38]([CH2:39][NH2:40])=[CH:37][CH:36]=1. Given the product [CH2:1]([O:8][N:9]1[C:14]2[N:15]=[CH:16][N:17]=[CH:18][C:13]=2[C:12]([NH:40][CH2:39][C:38]2[CH:41]=[CH:42][C:35]([O:34][CH3:33])=[CH:36][CH:37]=2)=[C:11]([C:27]([O:29][CH2:30][CH3:31])=[O:28])[C:10]1=[O:32])[C:2]1[CH:7]=[CH:6][CH:5]=[CH:4][CH:3]=1, predict the reactants needed to synthesize it. (2) Given the product [N+:11]([C:14]1[C:15]([NH:33][CH2:34][C@H:35]2[CH2:36][CH2:37][C@H:38]([N:41]3[CH2:42][C:43](=[O:45])[CH2:44]3)[CH2:39][CH2:40]2)=[N:16][C:17]([NH:20][CH2:21][C:22]2[CH:27]=[CH:26][CH:25]=[CH:24][C:23]=2[O:28][C:29]([F:31])([F:32])[F:30])=[N:18][CH:19]=1)([O-:13])=[O:12], predict the reactants needed to synthesize it. The reactants are: CS(C)=O.C(Cl)(=O)C(Cl)=O.[N+:11]([C:14]1[C:15]([NH:33][CH2:34][C@H:35]2[CH2:40][CH2:39][C@H:38]([N:41]3[CH2:44][CH:43]([OH:45])[CH2:42]3)[CH2:37][CH2:36]2)=[N:16][C:17]([NH:20][CH2:21][C:22]2[CH:27]=[CH:26][CH:25]=[CH:24][C:23]=2[O:28][C:29]([F:32])([F:31])[F:30])=[N:18][CH:19]=1)([O-:13])=[O:12].CCN(CC)CC.[O-]S([O-])(=O)=O.[Na+].[Na+]. (3) The reactants are: Cl[C:2]1[CH:10]=[CH:9][C:8]([S:11]([CH3:14])(=[O:13])=[O:12])=[CH:7][C:3]=1[C:4]([OH:6])=[O:5].[CH:15]1([OH:21])[CH2:20][CH2:19][CH2:18][CH2:17][CH2:16]1. Given the product [CH:15]1([O:21][C:2]2[CH:10]=[CH:9][C:8]([S:11]([CH3:14])(=[O:13])=[O:12])=[CH:7][C:3]=2[C:4]([OH:6])=[O:5])[CH2:20][CH2:19][CH2:18][CH2:17][CH2:16]1, predict the reactants needed to synthesize it. (4) Given the product [OH:52][CH:57]([CH2:56][OH:55])[CH2:1][C:4]1[N:5]=[C:6]([C:26]23[CH2:31][CH2:30][C:29]([NH:34][S:35]([CH:38]4[CH2:40][CH2:39]4)(=[O:36])=[O:37])([CH2:28][CH2:27]2)[CH2:32][CH2:33]3)[N:7]2[C:12]3[CH:13]=[CH:14][N:15]([S:16]([C:19]4[CH:20]=[CH:21][C:22]([CH3:23])=[CH:24][CH:25]=4)(=[O:17])=[O:18])[C:11]=3[N:10]=[CH:9][C:8]=12, predict the reactants needed to synthesize it. The reactants are: [CH2:1]([C:4]1[N:5]=[C:6]([C:26]23[CH2:33][CH2:32][C:29]([NH:34][S:35]([CH:38]4[CH2:40][CH2:39]4)(=[O:37])=[O:36])([CH2:30][CH2:31]2)[CH2:28][CH2:27]3)[N:7]2[C:12]3[CH:13]=[CH:14][N:15]([S:16]([C:19]4[CH:25]=[CH:24][C:22]([CH3:23])=[CH:21][CH:20]=4)(=[O:18])=[O:17])[C:11]=3[N:10]=[CH:9][C:8]=12)C=C.C[N+]1([O-])CCOCC1.C(Cl)Cl.[O:52]1[CH2:57][CH2:56][O:55]CC1. (5) Given the product [ClH:44].[F:42][C:41]1[CH:40]=[C:36]([CH:35]=[C:34]([F:43])[C:33]=1[N:24]1[CH2:25][C@H:26]([C:27]2[CH:28]=[CH:29][CH:30]=[CH:31][CH:32]=2)[C@@H:22]([CH2:21][NH:8][C@@H:9]([C:11]2[C:20]3[C:15](=[CH:16][CH:17]=[CH:18][CH:19]=3)[CH:14]=[CH:13][CH:12]=2)[CH3:10])[CH2:23]1)[C:37]([OH:39])=[O:38], predict the reactants needed to synthesize it. The reactants are: C(OC([N:8]([CH2:21][C@@H:22]1[C@@H:26]([C:27]2[CH:32]=[CH:31][CH:30]=[CH:29][CH:28]=2)[CH2:25][N:24]([C:33]2[C:41]([F:42])=[CH:40][C:36]([C:37]([OH:39])=[O:38])=[CH:35][C:34]=2[F:43])[CH2:23]1)[C@@H:9]([C:11]1[C:20]2[C:15](=[CH:16][CH:17]=[CH:18][CH:19]=2)[CH:14]=[CH:13][CH:12]=1)[CH3:10])=O)(C)(C)C.[ClH:44].O1CCOCC1.